From a dataset of Reaction yield outcomes from USPTO patents with 853,638 reactions. Predict the reaction yield, written as a fraction of the theoretical maximum amount of product (1.0 means a 100% yield; for example, 0.34 means a 34% yield). (1) The reactants are Br[C:2]1[CH:3]=[CH:4][C:5]([OH:31])=[C:6]([C:8]2[N:17]=[C:16]([NH:18][C@H:19]3[CH2:23][CH2:22][N:21](C(OC(C)(C)C)=O)[CH2:20]3)[C:15]3[C:10](=[CH:11][CH:12]=[CH:13][CH:14]=3)[N:9]=2)[CH:7]=1.[F:32][C:33]1[CH:38]=[CH:37][C:36](B(O)O)=[CH:35][CH:34]=1.P([O-])([O-])([O-])=O.[K+].[K+].[K+].O. The catalyst is CC(N(C)C)=O. The product is [F:32][C:33]1[CH:38]=[CH:37][C:36]([C:2]2[CH:3]=[CH:4][C:5]([OH:31])=[C:6]([C:8]3[N:17]=[C:16]([NH:18][C@H:19]4[CH2:23][CH2:22][NH:21][CH2:20]4)[C:15]4[C:10](=[CH:11][CH:12]=[CH:13][CH:14]=4)[N:9]=3)[CH:7]=2)=[CH:35][CH:34]=1. The yield is 0.270. (2) The reactants are Cl.[NH2:2][CH2:3][C:4]([NH:6][C:7]1[CH:16]=[CH:15][C:10]([C:11]([O:13][CH3:14])=[O:12])=[CH:9][C:8]=1[O:17][CH3:18])=[O:5].C(N(CC)CC)C.[F:26][C:27]([F:34])([F:33])[C@@H:28]([CH3:32])[CH2:29][CH:30]=O. The catalyst is CC(OC)(C)C. The product is [CH3:18][O:17][C:8]1[CH:9]=[C:10]([CH:15]=[CH:16][C:7]=1[NH:6][C:4](=[O:5])[CH2:3]/[N:2]=[CH:30]/[CH2:29][C@H:28]([CH3:32])[C:27]([F:34])([F:33])[F:26])[C:11]([O:13][CH3:14])=[O:12]. The yield is 0.900. (3) The reactants are [N+:1]([C:4]1[CH:5]=[C:6]([CH:10]=[CH:11][CH:12]=1)[C:7](Cl)=[O:8])([O-:3])=[O:2].[CH3:13][NH2:14]. The catalyst is O. The product is [CH3:13][NH:14][C:7](=[O:8])[C:6]1[CH:10]=[CH:11][CH:12]=[C:4]([N+:1]([O-:3])=[O:2])[CH:5]=1. The yield is 0.802. (4) The reactants are [O:1]1[CH2:6][CH2:5][CH:4]([C:7](=O)[CH3:8])[CH2:3][CH2:2]1.[CH3:10][C:11]([S@:14]([NH2:16])=[O:15])([CH3:13])[CH3:12]. The catalyst is O1CCCC1.C(O[Ti](OCC)(OCC)OCC)C. The product is [CH3:10][C:11]([S@:14](/[N:16]=[C:7](/[CH:4]1[CH2:5][CH2:6][O:1][CH2:2][CH2:3]1)\[CH3:8])=[O:15])([CH3:13])[CH3:12]. The yield is 0.441.